The task is: Predict the reaction yield, written as a fraction of the theoretical maximum amount of product (1.0 means a 100% yield; for example, 0.34 means a 34% yield).. This data is from Reaction yield outcomes from USPTO patents with 853,638 reactions. (1) The reactants are [CH3:1][C:2]1[CH:11]=[CH:10][C:5]([C:6]([O:8][CH3:9])=[O:7])=[CH:4][N:3]=1.C1C(=O)N([Br:19])C(=O)C1.CC(N=NC(C#N)(C)C)(C#N)C.C(=O)([O-])O.[Na+]. The catalyst is C(OCC)(=O)C. The product is [Br:19][CH2:1][C:2]1[CH:11]=[CH:10][C:5]([C:6]([O:8][CH3:9])=[O:7])=[CH:4][N:3]=1. The yield is 0.280. (2) The reactants are Br[C:2]1[CH:3]=[C:4]([N:8]([CH2:23][CH:24]([O:29][Si](C(C)(C)C)(C)C)[C:25]([F:28])([F:27])[F:26])[CH2:9][C:10]2[CH:15]=[CH:14][CH:13]=[C:12]([O:16][C:17]([F:22])([F:21])[CH:18]([F:20])[F:19])[CH:11]=2)[CH:5]=[CH:6][CH:7]=1.C(=O)([O-])[O-].[Cs+].[Cs+].[CH3:43][O:44][C:45]1[CH:51]=[CH:50][C:48]([NH2:49])=[CH:47][CH:46]=1.[F-].C([N+](CCCC)(CCCC)CCCC)CCC. The catalyst is C1(C)C=CC=CC=1. The product is [CH3:43][O:44][C:45]1[CH:51]=[CH:50][C:48]([NH:49][C:2]2[CH:3]=[C:4]([N:8]([CH2:9][C:10]3[CH:15]=[CH:14][CH:13]=[C:12]([O:16][C:17]([F:21])([F:22])[CH:18]([F:20])[F:19])[CH:11]=3)[CH2:23][CH:24]([OH:29])[C:25]([F:26])([F:28])[F:27])[CH:5]=[CH:6][CH:7]=2)=[CH:47][CH:46]=1. The yield is 0.730. (3) The reactants are [F:1][C:2]1[CH:3]=[C:4]([N:9]2[CH2:13][CH:12]([CH2:14][NH:15][C:16](=[O:18])[CH3:17])[O:11][C:10]2=[O:19])[CH:5]=[CH:6][C:7]=1I.[OH:20][CH2:21][C:22]1[CH:27]=[CH:26][C:25](B(O)O)=[CH:24][CH:23]=1.C(=O)([O-])[O-].[K+].[K+].C(O)C. The catalyst is C1(C)C=CC=CC=1.C1C=CC([P]([Pd]([P](C2C=CC=CC=2)(C2C=CC=CC=2)C2C=CC=CC=2)([P](C2C=CC=CC=2)(C2C=CC=CC=2)C2C=CC=CC=2)[P](C2C=CC=CC=2)(C2C=CC=CC=2)C2C=CC=CC=2)(C2C=CC=CC=2)C2C=CC=CC=2)=CC=1.O. The product is [F:1][C:2]1[CH:3]=[C:4]([N:9]2[CH2:13][CH:12]([CH2:14][NH:15][C:16](=[O:18])[CH3:17])[O:11][C:10]2=[O:19])[CH:5]=[CH:6][C:7]=1[C:25]1[CH:26]=[CH:27][C:22]([CH2:21][OH:20])=[CH:23][CH:24]=1. The yield is 0.940. (4) The reactants are [CH2:1]([N:3]1[C:12]2[C:7](=[CH:8][C:9]([I:14])=[C:10]([F:13])[CH:11]=2)[C:6](=[O:15])[C:5]([C:16]([O:18]CC)=[O:17])=[CH:4]1)[CH3:2].[OH-].[Na+].Cl. The catalyst is C(O)C. The product is [CH2:1]([N:3]1[C:12]2[C:7](=[CH:8][C:9]([I:14])=[C:10]([F:13])[CH:11]=2)[C:6](=[O:15])[C:5]([C:16]([OH:18])=[O:17])=[CH:4]1)[CH3:2]. The yield is 0.960. (5) The reactants are [C:1]1(=O)[CH2:4][CH2:3][CH2:2]1.C(O)(=O)C.[N:10]1([C:16]([O:18][C:19]([CH3:22])([CH3:21])[CH3:20])=[O:17])[CH2:15][CH2:14][NH:13][CH2:12][CH2:11]1.C([BH3-])#N.[Na+]. The catalyst is C1COCC1.O. The product is [CH:1]1([N:13]2[CH2:12][CH2:11][N:10]([C:16]([O:18][C:19]([CH3:22])([CH3:21])[CH3:20])=[O:17])[CH2:15][CH2:14]2)[CH2:4][CH2:3][CH2:2]1. The yield is 0.535. (6) The catalyst is CO. The yield is 0.0400. The product is [F:1][CH:2]([F:24])[O:3][C:4]1[CH:9]=[CH:8][CH:7]=[CH:6][C:5]=1[N:10]1[CH:15]=[CH:14][C:13](=[O:16])[C:12]([C:17]2[N:31]([C:25]3[CH:30]=[CH:29][CH:28]=[CH:27][CH:26]=3)[N:20]=[CH:19][CH:18]=2)=[N:11]1. The reactants are [F:1][CH:2]([F:24])[O:3][C:4]1[CH:9]=[CH:8][CH:7]=[CH:6][C:5]=1[N:10]1[CH:15]=[CH:14][C:13](=[O:16])[C:12]([C:17](=O)[CH:18]=[CH:19][N:20](C)C)=[N:11]1.[C:25]1([NH:31]N)[CH:30]=[CH:29][CH:28]=[CH:27][CH:26]=1. (7) The reactants are [CH3:1][O:2][C:3](=[O:36])[C:4]1[CH:9]=[CH:8][C:7]([CH2:10][CH:11]([C:26]([O:28]CC2C=CC=CC=2)=[O:27])[C:12]2[CH:17]=[CH:16][C:15]([O:18]CC3C=CC=CC=3)=[CH:14][CH:13]=2)=[CH:6][CH:5]=1.CCOC(C)=O. The catalyst is CCO.[Pd]. The product is [CH3:1][O:2][C:3](=[O:36])[C:4]1[CH:9]=[CH:8][C:7]([CH2:10][CH:11]([C:26]([OH:28])=[O:27])[C:12]2[CH:17]=[CH:16][C:15]([OH:18])=[CH:14][CH:13]=2)=[CH:6][CH:5]=1. The yield is 0.860. (8) The reactants are I[C:2]1[CH:7]=[CH:6][C:5]([C:8]2[N:12]=[C:11]([C:13]3[O:17][N:16]=[C:15]([C:18]4[CH:23]=[CH:22][CH:21]=[CH:20][CH:19]=4)[C:14]=3[C:24]([F:27])([F:26])[F:25])[O:10][N:9]=2)=[CH:4][C:3]=1[CH3:28].[CH2:29]([Sn](CCCC)(CCCC)C=C)[CH2:30]CC.[Cl-].[Li+]. The catalyst is O1CCOCC1.C(OCC)(=O)C.[Pd].C1(P(C2C=CC=CC=2)C2C=CC=CC=2)C=CC=CC=1.C1(P(C2C=CC=CC=2)C2C=CC=CC=2)C=CC=CC=1.C1(P(C2C=CC=CC=2)C2C=CC=CC=2)C=CC=CC=1.C1(P(C2C=CC=CC=2)C2C=CC=CC=2)C=CC=CC=1. The product is [CH3:28][C:3]1[CH:4]=[C:5]([C:8]2[N:12]=[C:11]([C:13]3[O:17][N:16]=[C:15]([C:18]4[CH:23]=[CH:22][CH:21]=[CH:20][CH:19]=4)[C:14]=3[C:24]([F:27])([F:26])[F:25])[O:10][N:9]=2)[CH:6]=[CH:7][C:2]=1[CH:29]=[CH2:30]. The yield is 0.444. (9) The reactants are Br[C:2]1[CH:7]=[CH:6][C:5]([S:8]([CH3:11])(=[O:10])=[O:9])=[C:4]([Cl:12])[CH:3]=1.[CH:13]1([CH:18]([OH:21])[CH:19]=[CH2:20])[CH2:17][CH2:16][CH2:15][CH2:14]1.C([O-])(=O)C.[Na+]. The catalyst is CC(N(C)C)=O.C([O-])(=O)C.[Pd+2].C([O-])(=O)C. The product is [Cl:12][C:4]1[CH:3]=[C:2]([CH2:20][CH2:19][C:18]([CH:13]2[CH2:17][CH2:16][CH2:15][CH2:14]2)=[O:21])[CH:7]=[CH:6][C:5]=1[S:8]([CH3:11])(=[O:10])=[O:9]. The yield is 0.690. (10) The reactants are [Cl:1][C:2]1[CH:7]=[CH:6][C:5]([N:8]=[C:9]=[O:10])=[CH:4][CH:3]=1.C(N(CC)CC)C.[Cl:18][C:19]1[N:20]([CH2:27][C@:28]([OH:32])([CH3:31])[CH2:29][OH:30])[CH:21]=[C:22]([N+:24]([O-:26])=[O:25])[N:23]=1. The catalyst is C1COCC1. The product is [Cl:1][C:2]1[CH:7]=[CH:6][C:5]([NH:8][C:9](=[O:10])[O:30][CH2:29][C@@:28]([OH:32])([CH3:31])[CH2:27][N:20]2[CH:21]=[C:22]([N+:24]([O-:26])=[O:25])[N:23]=[C:19]2[Cl:18])=[CH:4][CH:3]=1. The yield is 0.830.